Task: Predict the reactants needed to synthesize the given product.. Dataset: Full USPTO retrosynthesis dataset with 1.9M reactions from patents (1976-2016) (1) Given the product [N:1]1([C:10]2[N:18]=[C:17]3[C:13]([NH:14][C:15](=[O:37])[N:16]3[CH:19]3[CH2:27][CH2:26][CH2:25][C:24]4[NH:23][CH:22]=[CH:21][C:20]3=4)=[CH:12][N:11]=2)[C:5]2[CH:6]=[CH:7][CH:8]=[CH:9][C:4]=2[N:3]=[CH:2]1, predict the reactants needed to synthesize it. The reactants are: [N:1]1([C:10]2[N:18]=[C:17]3[C:13]([NH:14][C:15](=[O:37])[N:16]3[CH:19]3[CH2:27][CH2:26][CH2:25][C:24]4[N:23](S(C5C=CC=CC=5)(=O)=O)[CH:22]=[CH:21][C:20]3=4)=[CH:12][N:11]=2)[C:5]2[CH:6]=[CH:7][CH:8]=[CH:9][C:4]=2[N:3]=[CH:2]1.[OH-].[Na+]. (2) Given the product [CH3:1][O:2][CH2:3][C@H:4]([CH3:5])[O:6][C:7]1[CH:23]=[C:22]([C:24]2[NH:25][C:26]([C:29]3[O:30][C@@H:31]([CH2:34][OH:35])[CH2:32][N:33]=3)=[CH:27][CH:28]=2)[CH:21]=[C:9]([O:10][C:11]2[CH:16]=[N:15][C:14]([S:17]([CH3:20])(=[O:18])=[O:19])=[CH:13][CH:12]=2)[CH:8]=1, predict the reactants needed to synthesize it. The reactants are: [CH3:1][O:2][CH2:3][C@@H:4]([O:6][C:7]1[CH:8]=[C:9]([CH:21]=[C:22]([C:24]2[NH:25][C:26]([C:29]3[O:30][C@@H:31]([CH2:34][O:35][Si](C(C)C)(C(C)C)C(C)C)[CH2:32][N:33]=3)=[CH:27][CH:28]=2)[CH:23]=1)[O:10][C:11]1[CH:12]=[CH:13][C:14]([S:17]([CH3:20])(=[O:19])=[O:18])=[N:15][CH:16]=1)[CH3:5].[F-].C([N+](CCCC)(CCCC)CCCC)CCC.[Cl-].[NH4+]. (3) Given the product [CH:4]1(/[CH:3]=[CH:2]/[C:33]2[N:32]=[CH:31][N:30]=[C:29]([NH:21][C:22](=[O:28])[O:23][C:24]([CH3:25])([CH3:26])[CH3:27])[CH:34]=2)[CH2:5][CH2:9]1, predict the reactants needed to synthesize it. The reactants are: Cl[C:2]1C(=O)N[C:5]([C:9](OCC)=O)=[CH:4][CH:3]=1.C(OC([N:21]([C:29]1[CH:34]=[C:33](Cl)[N:32]=[CH:31][N:30]=1)[C:22](=[O:28])[O:23][C:24]([CH3:27])([CH3:26])[CH3:25])=O)(C)(C)C.C(=O)([O-])[O-].[Na+].[Na+].O1CCOCC1. (4) Given the product [C:15]([O:14][C:12]([CH:30]1[CH2:29][CH2:28][C:27]([CH:6]2[C:5]3[C:9](=[CH:10][C:2]([Cl:1])=[CH:3][CH:4]=3)[NH:8][C:7]2=[O:11])=[CH:31][NH:26]1)=[O:13])([CH3:18])([CH3:17])[CH3:16], predict the reactants needed to synthesize it. The reactants are: [Cl:1][C:2]1[CH:10]=[C:9]2[C:5]([CH2:6][C:7](=[O:11])[NH:8]2)=[CH:4][CH:3]=1.[C:12](N1CCCC(=O)C1)([O:14][C:15]([CH3:18])([CH3:17])[CH3:16])=[O:13].[NH:26]1[CH2:30][CH2:29][CH2:28][CH2:27]1.[CH3:31]C(O)C. (5) Given the product [C:15]1([CH:14]([C:21]2[CH:26]=[CH:25][CH:24]=[CH:23][CH:22]=2)[CH2:13][NH:12][C:10]2[C:9]3[C:4](=[CH:5][CH:6]=[CH:7][CH:8]=3)[N:3]=[C:2]([C:32]3[CH:31]=[N:30][C:29]([N:28]([CH3:38])[CH3:27])=[N:34][CH:33]=3)[N:11]=2)[CH:20]=[CH:19][CH:18]=[CH:17][CH:16]=1, predict the reactants needed to synthesize it. The reactants are: Cl[C:2]1[N:11]=[C:10]([NH:12][CH2:13][CH:14]([C:21]2[CH:26]=[CH:25][CH:24]=[CH:23][CH:22]=2)[C:15]2[CH:20]=[CH:19][CH:18]=[CH:17][CH:16]=2)[C:9]2[C:4](=[CH:5][CH:6]=[CH:7][CH:8]=2)[N:3]=1.[CH3:27][N:28]([CH3:38])[C:29]1[N:34]=[CH:33][C:32](B(O)O)=[CH:31][N:30]=1.C(NC1C2C(=CC=CC=2)N=C(C2SC3C=CC=CC=3C=2)N=1)(C1C=CC=CC=1)C1C=CC=CC=1. (6) Given the product [Cl:1][C:2]1[CH:3]=[C:4]2[C:10]([C:11]3[N:16]=[C:15]([NH:17][C@@H:18]4[CH2:22][CH2:21][N:20]([C:41]([O:50][C@H:51]5[CH2:55][CH2:54][O:53][CH2:52]5)=[O:42])[CH2:19]4)[C:14]([F:27])=[CH:13][N:12]=3)=[CH:9][NH:8][C:5]2=[N:6][CH:7]=1, predict the reactants needed to synthesize it. The reactants are: [Cl:1][C:2]1[CH:3]=[C:4]2[C:10]([C:11]3[N:16]=[C:15]([NH:17][C@H:18]4[CH2:22][CH2:21][N:20](S(C)(=O)=O)[CH2:19]4)[C:14]([F:27])=[CH:13][N:12]=3)=[CH:9][NH:8][C:5]2=[N:6][CH:7]=1.N[C@@H]1CCN(C(OC(C)(C)C)=O)C1.[C:41](=O)([O:50][C@H:51]1[CH2:55][CH2:54][O:53][CH2:52]1)[O:42]N1C(=O)CCC1=O. (7) The reactants are: [CH3:1][S:2]([CH2:5][CH2:6][CH2:7][C:8](Cl)=[O:9])(=[O:4])=[O:3].[C:11]([O:15][C:16](=[O:47])[NH:17][C:18]([C:20]1[S:21][C:22]([S:45][CH3:46])=[C:23]([S:25]([C:28]2[CH:29]=[C:30]([C:34]3[C:39]([NH2:40])=[CH:38][C:37]([N+:41]([O-])=O)=[CH:36][C:35]=3[CH3:44])[CH:31]=[CH:32][CH:33]=2)(=[O:27])=[O:26])[CH:24]=1)=[NH:19])([CH3:14])([CH3:13])[CH3:12].CCN(CC)CC. Given the product [C:11]([O:15][C:16](=[O:47])[NH:17][C:18]([C:20]1[S:21][C:22]([S:45][CH3:46])=[C:23]([S:25]([C:28]2[CH:29]=[C:30]([C:34]3[C:39]([NH:40][C:8](=[O:9])[CH2:7][CH2:6][CH2:5][S:2]([CH3:1])(=[O:4])=[O:3])=[CH:38][C:37]([NH2:41])=[CH:36][C:35]=3[CH3:44])[CH:31]=[CH:32][CH:33]=2)(=[O:26])=[O:27])[CH:24]=1)=[NH:19])([CH3:14])([CH3:13])[CH3:12], predict the reactants needed to synthesize it. (8) Given the product [Br:19][C:20]1[CH:21]=[C:22]([C:31]([C:30]2[CH:37]=[CH:38][CH:39]=[CH:40][C:29]=2[O:28][CH3:27])=[O:32])[C:23]([F:26])=[N:24][CH:25]=1, predict the reactants needed to synthesize it. The reactants are: C(NC(C)C)(C)C.C([Li])CCC.CCCCCC.[Br:19][C:20]1[CH:21]=[CH:22][C:23]([F:26])=[N:24][CH:25]=1.[CH3:27][O:28][C:29]1[CH:40]=[CH:39][CH:38]=[CH:37][C:30]=1[C:31](N(OC)C)=[O:32]. (9) Given the product [C:1]([O:5][C:6]([N:8]1[CH2:13][CH2:12][CH2:11][CH2:10][CH:9]1[CH2:14][C:15]1[O:17][C:39]([C:33]2[CH:38]=[CH:37][CH:36]=[CH:35][CH:34]=2)=[N:40][N:41]=1)=[O:7])([CH3:2])([CH3:3])[CH3:4], predict the reactants needed to synthesize it. The reactants are: [C:1]([O:5][C:6]([N:8]1[CH2:13][CH2:12][CH2:11][CH2:10][CH:9]1[CH2:14][C:15]([OH:17])=O)=[O:7])([CH3:4])([CH3:3])[CH3:2].C1(N=C=NC2CCCCC2)CCCCC1.[C:33]1([C:39]2NN=[N:41][N:40]=2)[CH:38]=[CH:37][CH:36]=[CH:35][CH:34]=1.